From a dataset of Reaction yield outcomes from USPTO patents with 853,638 reactions. Predict the reaction yield, written as a fraction of the theoretical maximum amount of product (1.0 means a 100% yield; for example, 0.34 means a 34% yield). (1) The reactants are [N+:1]([C:4]1[CH:8]=[C:7]([C:9](O)=[O:10])[NH:6][N:5]=1)([O-:3])=[O:2]. The catalyst is C1COCC1. The product is [N+:1]([C:4]1[CH:8]=[C:7]([CH2:9][OH:10])[NH:6][N:5]=1)([O-:3])=[O:2]. The yield is 0.940. (2) The product is [CH3:32][C:33]1[CH:38]=[C:37]([CH3:39])[CH:36]=[CH:35][C:34]=1[C:2]1[C:7]([CH:8]([CH2:13][CH2:14][CH3:15])[C:9]([O:11][CH3:12])=[O:10])=[C:6]([CH3:16])[N:5]=[C:4]([N:17]2[CH2:22][CH2:21][CH2:20][CH2:19][CH2:18]2)[N:3]=1. The yield is 0.740. The catalyst is COCCOC.O.C1C=CC([P]([Pd]([P](C2C=CC=CC=2)(C2C=CC=CC=2)C2C=CC=CC=2)([P](C2C=CC=CC=2)(C2C=CC=CC=2)C2C=CC=CC=2)[P](C2C=CC=CC=2)(C2C=CC=CC=2)C2C=CC=CC=2)(C2C=CC=CC=2)C2C=CC=CC=2)=CC=1. The reactants are Cl[C:2]1[C:7]([CH:8]([CH2:13][CH2:14][CH3:15])[C:9]([O:11][CH3:12])=[O:10])=[C:6]([CH3:16])[N:5]=[C:4]([N:17]2[CH2:22][CH2:21][CH2:20][CH2:19][CH2:18]2)[N:3]=1.C(N(CC)C(C)C)(C)C.[CH3:32][C:33]1[CH:38]=[C:37]([CH3:39])[CH:36]=[CH:35][C:34]=1B(O)O. (3) The reactants are C1(C(C2C=CC=CC=2)=[N:8][NH:9][C:10]2[CH:15]=[CH:14][C:13]([O:16][C:17]([F:23])([F:22])[C:18]([F:21])([F:20])[F:19])=[CH:12][CH:11]=2)C=CC=CC=1.[ClH:30]. The catalyst is CCO. The product is [ClH:30].[F:22][C:17]([F:23])([O:16][C:13]1[CH:12]=[CH:11][C:10]([NH:9][NH2:8])=[CH:15][CH:14]=1)[C:18]([F:19])([F:21])[F:20]. The yield is 0.820. (4) The reactants are [Br:1][C:2]1[C:11]([F:12])=[CH:10][C:5]([C:6]([O:8][CH3:9])=[O:7])=[C:4](F)[CH:3]=1.[CH3:14][O:15][Na].N#N. The catalyst is CN(C=O)C.CC(=O)OCC. The product is [Br:1][C:2]1[C:11]([F:12])=[CH:10][C:5]([C:6]([O:8][CH3:9])=[O:7])=[C:4]([O:15][CH3:14])[CH:3]=1. The yield is 0.770. (5) The reactants are Br[C:2]1[CH:7]=[CH:6][N:5]=[CH:4][C:3]=1[CH3:8].[CH3:9][C:10]1([CH3:26])[C:14]([CH3:16])([CH3:15])[O:13][B:12]([B:12]2[O:13][C:14]([CH3:16])([CH3:15])[C:10]([CH3:26])([CH3:9])[O:11]2)[O:11]1.CC([O-])=O.[K+]. The catalyst is O1CCOCC1.C1C=CC(P(C2C=CC=CC=2)[C-]2C=CC=C2)=CC=1.C1C=CC(P(C2C=CC=CC=2)[C-]2C=CC=C2)=CC=1.Cl[Pd]Cl.[Fe+2]. The product is [CH3:8][C:3]1[CH:4]=[N:5][CH:6]=[CH:7][C:2]=1[B:12]1[O:13][C:14]([CH3:16])([CH3:15])[C:10]([CH3:26])([CH3:9])[O:11]1. The yield is 0.600. (6) The reactants are [C:1]([NH2:5])([CH3:4])([CH3:3])[CH3:2].[N+:6]([C:9]1[CH:17]=[CH:16][C:12]([C:13](Cl)=[O:14])=[CH:11][CH:10]=1)([O-:8])=[O:7]. The catalyst is C(OCC)(=O)C. The product is [C:1]([NH:5][C:13](=[O:14])[C:12]1[CH:11]=[CH:10][C:9]([N+:6]([O-:8])=[O:7])=[CH:17][CH:16]=1)([CH3:4])([CH3:3])[CH3:2]. The yield is 0.770. (7) The reactants are C[O:2][C:3]([C:5]1[S:6][C:7]([C:23]2[CH:28]=[CH:27][CH:26]=[C:25]([F:29])[CH:24]=2)=[CH:8][C:9]=1[N:10]([CH:20]([CH3:22])[CH3:21])[C:11]([CH:13]1[CH2:18][CH2:17][CH:16]([CH3:19])[CH2:15][CH2:14]1)=[O:12])=[O:4].O.[Li+].[OH-]. The catalyst is O1CCOCC1. The product is [F:29][C:25]1[CH:24]=[C:23]([C:7]2[S:6][C:5]([C:3]([OH:4])=[O:2])=[C:9]([N:10]([CH:20]([CH3:22])[CH3:21])[C:11]([CH:13]3[CH2:18][CH2:17][CH:16]([CH3:19])[CH2:15][CH2:14]3)=[O:12])[CH:8]=2)[CH:28]=[CH:27][CH:26]=1. The yield is 0.830. (8) The reactants are [C:1]([O:9][CH2:10][C@@H:11]1[C@@:15]([O:17][C:18](=[O:20])[CH3:19])([CH3:16])[C@:14]([F:22])([CH3:21])[CH:13]([N:23]2[CH:31]=[N:30][C:29]3[C:24]2=[N:25][CH:26]=[N:27][C:28]=3Cl)[O:12]1)(=[O:8])[C:2]1[CH:7]=[CH:6][CH:5]=[CH:4][CH:3]=1.[CH:33]1([NH2:36])[CH2:35][CH2:34]1.O. The catalyst is C(O)C. The product is [C:1]([O:9][CH2:10][C@@H:11]1[C@@:15]([O:17][C:18](=[O:20])[CH3:19])([CH3:16])[C@:14]([F:22])([CH3:21])[CH:13]([N:23]2[CH:31]=[N:30][C:29]3[C:24]2=[N:25][CH:26]=[N:27][C:28]=3[NH:36][CH:33]2[CH2:35][CH2:34]2)[O:12]1)(=[O:8])[C:2]1[CH:7]=[CH:6][CH:5]=[CH:4][CH:3]=1. The yield is 0.620. (9) The reactants are [Br:1][C:2]1[CH:7]=[C:6]([S:8]([CH2:11][CH2:12][CH3:13])(=[O:10])=[O:9])[CH:5]=[CH:4][C:3]=1F.[Cl:15]C1C=CC(S(CCC)(=O)=O)=CC=1. No catalyst specified. The product is [Br:1][C:2]1[CH:7]=[C:6]([S:8]([CH2:11][CH2:12][CH3:13])(=[O:10])=[O:9])[CH:5]=[CH:4][C:3]=1[Cl:15]. The yield is 0.860.